From a dataset of Forward reaction prediction with 1.9M reactions from USPTO patents (1976-2016). Predict the product of the given reaction. (1) The product is: [Cl:12][C:10]1[CH:9]=[CH:8][C:7]2[O:13][CH:2]([C:14]3[CH:19]=[CH:18][CH:17]=[CH:16][CH:15]=3)[C:3](=[O:4])[NH:5][C:6]=2[CH:11]=1. Given the reactants Cl[CH:2]([C:14]1[CH:19]=[CH:18][CH:17]=[CH:16][CH:15]=1)[C:3]([NH:5][C:6]1[CH:11]=[C:10]([Cl:12])[CH:9]=[CH:8][C:7]=1[OH:13])=[O:4].C(=O)([O-])[O-].[K+].[K+].O.Cl, predict the reaction product. (2) Given the reactants [Br:1][C:2]1[CH:14]=[CH:13][C:12]2[C:11]3[C:6](=[CH:7][C:8]([Br:15])=[CH:9][CH:10]=3)[NH:5][C:4]=2[CH:3]=1.Br[CH2:17][CH2:18][CH2:19][CH2:20][CH2:21][CH2:22][CH2:23][CH2:24][CH2:25][CH2:26][CH2:27][CH3:28].[OH-].[Na+], predict the reaction product. The product is: [Br:1][C:2]1[CH:14]=[CH:13][C:12]2[C:11]3[C:6](=[CH:7][C:8]([Br:15])=[CH:9][CH:10]=3)[N:5]([CH2:28][CH2:27][CH2:26][CH2:25][CH2:24][CH2:23][CH2:22][CH2:21][CH2:20][CH2:19][CH2:18][CH3:17])[C:4]=2[CH:3]=1. (3) Given the reactants [NH2:1][C:2]1[N:7]=[CH:6][N:5]=[C:4]2[N:8]([CH:32]3[CH2:37][CH2:36][N:35]([CH2:38][CH:39]([F:41])[F:40])[CH2:34][CH2:33]3)[N:9]=[C:10]([C:11]3[CH:16]=[CH:15][C:14]([NH:17][C:18]([C:20]4[N:21]([CH3:29])[C:22]5[C:27]([CH:28]=4)=[CH:26][CH:25]=[CH:24][CH:23]=5)=[O:19])=[C:13]([O:30][CH3:31])[CH:12]=3)[C:3]=12.[C:42]([OH:49])(=[O:48])/[CH:43]=[CH:44]\[C:45]([OH:47])=[O:46], predict the reaction product. The product is: [C:42]([OH:49])(=[O:48])/[CH:43]=[CH:44]\[C:45]([OH:47])=[O:46].[C:42]([OH:49])(=[O:48])/[CH:43]=[CH:44]\[C:45]([OH:47])=[O:46].[NH2:1][C:2]1[N:7]=[CH:6][N:5]=[C:4]2[N:8]([CH:32]3[CH2:37][CH2:36][N:35]([CH2:38][CH:39]([F:40])[F:41])[CH2:34][CH2:33]3)[N:9]=[C:10]([C:11]3[CH:16]=[CH:15][C:14]([NH:17][C:18]([C:20]4[N:21]([CH3:29])[C:22]5[C:27]([CH:28]=4)=[CH:26][CH:25]=[CH:24][CH:23]=5)=[O:19])=[C:13]([O:30][CH3:31])[CH:12]=3)[C:3]=12. (4) Given the reactants I[C:2]1[C:3]([CH:11]([CH3:13])[CH3:12])=[N:4][N:5]2[CH:10]=[CH:9][CH:8]=[CH:7][C:6]=12.[N:14]1[CH:19]=[CH:18][CH:17]=[C:16](B(O)O)[CH:15]=1.C(C1C(C2C=C(N)C=CC=2)=C2C=CC=CN2N=1)(C)C, predict the reaction product. The product is: [CH:11]([C:3]1[C:2]([C:16]2[CH:15]=[N:14][CH:19]=[CH:18][CH:17]=2)=[C:6]2[CH:7]=[CH:8][CH:9]=[CH:10][N:5]2[N:4]=1)([CH3:13])[CH3:12]. (5) Given the reactants [CH3:1]C([O-])(C)C.[K+].[CH2:7]([O:14][C:15]1[CH:16]=[CH:17][C:18]([CH:33]=[CH2:34])=[C:19]([CH:32]=1)[O:20][CH2:21][C:22]([C:24]1[CH:29]=[CH:28][C:27]([O:30][CH3:31])=[CH:26][CH:25]=1)=O)[C:8]1[CH:13]=[CH:12][CH:11]=[CH:10][CH:9]=1, predict the reaction product. The product is: [CH2:7]([O:14][C:15]1[CH:16]=[CH:17][C:18]([CH:33]=[CH2:34])=[C:19]([O:20][CH2:21][C:22]([C:24]2[CH:29]=[CH:28][C:27]([O:30][CH3:31])=[CH:26][CH:25]=2)=[CH2:1])[CH:32]=1)[C:8]1[CH:13]=[CH:12][CH:11]=[CH:10][CH:9]=1. (6) The product is: [F:48][C:45]1[CH:44]=[CH:43][C:42]([C:39]2([C:28]3[CH:29]=[C:30]([OH:31])[C:25](=[O:24])[NH:26][N:27]=3)[CH2:41][CH2:40]2)=[CH:47][CH:46]=1. Given the reactants OC1C(=O)NN=C(CCC2C=CC=CC=2)C=1.C([O:24][C:25]1[N:26]=[N:27][C:28]([C:39]2([C:42]3[CH:47]=[CH:46][C:45]([F:48])=[CH:44][CH:43]=3)[CH2:41][CH2:40]2)=[CH:29][C:30]=1[O:31]CC1C=CC=CC=1)C1C=CC=CC=1, predict the reaction product. (7) The product is: [NH2:3][CH2:12][CH2:13][CH2:14][CH2:15][CH2:16][CH2:17][N:18]1[CH2:23][CH2:22][CH:21]([C:24]2[CH:25]=[C:26]([NH:30][C:31](=[O:35])[CH:32]([CH3:33])[CH3:34])[CH:27]=[CH:28][CH:29]=2)[CH2:20][CH2:19]1. Given the reactants O=C1C2C(=CC=CC=2)C(=O)[N:3]1[CH2:12][CH2:13][CH2:14][CH2:15][CH2:16][CH2:17][N:18]1[CH2:23][CH2:22][CH:21]([C:24]2[CH:25]=[C:26]([NH:30][C:31](=[O:35])[CH:32]([CH3:34])[CH3:33])[CH:27]=[CH:28][CH:29]=2)[CH2:20][CH2:19]1.O.NN, predict the reaction product.